This data is from Forward reaction prediction with 1.9M reactions from USPTO patents (1976-2016). The task is: Predict the product of the given reaction. (1) Given the reactants [OH-].[Na+].[CH3:3][C:4]1[CH:5]=[C:6]([NH:11][C:12]([C:14]2[C:15]([S:20][CH2:21][C:22]3[CH:27]=[CH:26][N:25]=[C:24]([C:28]([O:30]CC)=[O:29])[CH:23]=3)=[N:16][CH:17]=[CH:18][CH:19]=2)=[O:13])[CH:7]=[C:8]([CH3:10])[CH:9]=1.Cl, predict the reaction product. The product is: [C:28]([C:24]1[CH:23]=[C:22]([CH2:21][S:20][C:15]2[C:14]([C:12]([NH:11][C:6]3[CH:7]=[C:8]([CH3:10])[CH:9]=[C:4]([CH3:3])[CH:5]=3)=[O:13])=[CH:19][CH:18]=[CH:17][N:16]=2)[CH:27]=[CH:26][N:25]=1)([OH:30])=[O:29]. (2) Given the reactants S(=O)(=O)(O)[OH:2].[CH3:6][O:7][C:8](=[O:17])[CH:9]([O:11][C:12]([CH3:16])([CH3:15])[C:13]#[CH:14])[CH3:10], predict the reaction product. The product is: [CH3:6][O:7][C:8](=[O:17])[CH:9]([O:11][C:12]([CH3:16])([CH3:15])[C:13](=[O:2])[CH3:14])[CH3:10]. (3) The product is: [CH2:1]([NH:3][C:4]1[N:9]=[C:8]([C:10]2[CH:11]=[C:12]([CH:16]=[CH:17][C:18]=2[CH3:19])[C:13]([NH:36][C:34]2[CH:35]=[CH:30][CH:31]=[CH:32][CH:33]=2)=[O:14])[CH:7]=[C:6]([N:20]2[CH2:21][CH2:22][O:23][CH2:24][CH2:25]2)[N:5]=1)[CH3:2]. Given the reactants [CH2:1]([NH:3][C:4]1[N:9]=[C:8]([C:10]2[CH:11]=[C:12]([CH:16]=[CH:17][C:18]=2[CH3:19])[C:13](O)=[O:14])[CH:7]=[C:6]([N:20]2[CH2:25][CH2:24][O:23][CH2:22][CH2:21]2)[N:5]=1)[CH3:2].C(Cl)CCl.[CH:30]1[CH:31]=[CH:32][C:33]2N(O)N=[N:36][C:34]=2[CH:35]=1.NC1C=CC=CC=1, predict the reaction product.